From a dataset of Forward reaction prediction with 1.9M reactions from USPTO patents (1976-2016). Predict the product of the given reaction. Given the reactants [CH:1]1[CH:6]=[CH:5][C:4]([N:7]([S:15]([C:18]([F:21])([F:20])[F:19])(=[O:17])=[O:16])S(C(F)(F)F)(=O)=O)=[CH:3][CH:2]=1.[OH2:22], predict the reaction product. The product is: [S:15]([O:17][C:6]1[CH:5]=[C:4]2[C:3]([C:4]([CH3:3])=[N:7][N:7]2[S:15]([C:18]([F:19])([F:20])[F:21])(=[O:16])=[O:17])=[CH:2][CH:1]=1)([C:18]([F:21])([F:20])[F:19])(=[O:16])=[O:22].